From a dataset of Catalyst prediction with 721,799 reactions and 888 catalyst types from USPTO. Predict which catalyst facilitates the given reaction. Reactant: [Cl:1][C:2]1[N:10]=[C:9]([N:11]2[C:15]3[CH:16]=[C:17]([C:20]#[N:21])[CH:18]=[CH:19][C:14]=3[N:13]=[CH:12]2)[N:8]=[C:7]2[C:3]=1[N:4]([CH3:31])[C:5](=[O:30])[N:6]2[C@H:22]1[CH2:27][CH2:26][C@H:25]([O:28]C)[CH2:24][CH2:23]1.I[Si](C)(C)C. Product: [Cl:1][C:2]1[N:10]=[C:9]([N:11]2[C:15]3[CH:16]=[C:17]([C:20]#[N:21])[CH:18]=[CH:19][C:14]=3[N:13]=[CH:12]2)[N:8]=[C:7]2[C:3]=1[N:4]([CH3:31])[C:5](=[O:30])[N:6]2[C@H:22]1[CH2:23][CH2:24][C@H:25]([OH:28])[CH2:26][CH2:27]1. The catalyst class is: 22.